This data is from Catalyst prediction with 721,799 reactions and 888 catalyst types from USPTO. The task is: Predict which catalyst facilitates the given reaction. (1) Reactant: C([O:3][C:4](=[O:25])[C:5]1[CH:10]=[CH:9][C:8]([CH2:11][C:12]2[CH:17]=[CH:16][CH:15]=[CH:14][C:13]=2[C:18]([O:20]C)=[O:19])=[C:7]([N+:22]([O-:24])=[O:23])[CH:6]=1)C.[Li+].[OH-]. Product: [C:18]([C:13]1[CH:14]=[CH:15][CH:16]=[CH:17][C:12]=1[CH2:11][C:8]1[CH:9]=[CH:10][C:5]([C:4]([OH:25])=[O:3])=[CH:6][C:7]=1[N+:22]([O-:24])=[O:23])([OH:20])=[O:19]. The catalyst class is: 1. (2) Reactant: [CH3:1][NH2:2].[C:3]([O:7][C:8]([N:10]1[CH2:15][CH2:14][C:13]2[N:16]=[C:17]([NH:19][C:20]([O:22]C3C=CC=CC=3)=O)[S:18][C:12]=2[CH2:11]1)=[O:9])([CH3:6])([CH3:5])[CH3:4]. Product: [C:3]([O:7][C:8]([N:10]1[CH2:15][CH2:14][C:13]2[N:16]=[C:17]([NH:19][C:20]([NH:2][CH3:1])=[O:22])[S:18][C:12]=2[CH2:11]1)=[O:9])([CH3:4])([CH3:5])[CH3:6]. The catalyst class is: 18. (3) Reactant: [O:1]=[C:2]1[CH2:8][CH2:7][C:6](=[O:9])[C:5]2[CH:10]=[CH:11][CH:12]=[CH:13][C:4]=2[N:3]1[CH2:14][CH2:15][CH2:16][CH2:17][N:18]1[CH2:23][CH2:22][N:21](C(OC(C)(C)C)=O)[CH2:20][CH2:19]1.Cl. Product: [N:18]1([CH2:17][CH2:16][CH2:15][CH2:14][N:3]2[C:4]3[CH:13]=[CH:12][CH:11]=[CH:10][C:5]=3[C:6](=[O:9])[CH2:7][CH2:8][C:2]2=[O:1])[CH2:23][CH2:22][NH:21][CH2:20][CH2:19]1. The catalyst class is: 27. (4) Reactant: C(=O)([O-])[O-].[K+].[K+].[CH:7]([N:10]1[C:18]2[C:13](=[CH:14][CH:15]=[C:16]([NH:19][S:20]([CH3:23])(=[O:22])=[O:21])[CH:17]=2)[C:12]([C:24]2[CH:29]=[CH:28][C:27]([C:30]#[C:31][Si](C)(C)C)=[CH:26][N:25]=2)=[CH:11]1)([CH3:9])[CH3:8]. Product: [CH:7]([N:10]1[C:18]2[C:13](=[CH:14][CH:15]=[C:16]([NH:19][S:20]([CH3:23])(=[O:22])=[O:21])[CH:17]=2)[C:12]([C:24]2[CH:29]=[CH:28][C:27]([C:30]#[CH:31])=[CH:26][N:25]=2)=[CH:11]1)([CH3:9])[CH3:8]. The catalyst class is: 5. (5) The catalyst class is: 213. Reactant: [CH3:1][S:2]([C:5]1[CH:6]=[C:7]2[C:11](=[CH:12][CH:13]=1)[NH:10][CH2:9][CH2:8]2)(=[O:4])=[O:3].C(N(CC)CC)C.[C:21]([O:25][C:26]([N:28]1[CH2:33][CH2:32][CH:31]([N:34]2[C:38]3=[N:39][CH:40]=[N:41][C:42](Cl)=[C:37]3[CH:36]=[N:35]2)[CH2:30][CH2:29]1)=[O:27])([CH3:24])([CH3:23])[CH3:22].C(=O)([O-])[O-].[Cs+].[Cs+].C(=O)(O)[O-].[Na+]. Product: [C:21]([O:25][C:26]([N:28]1[CH2:29][CH2:30][CH:31]([N:34]2[C:38]3=[N:39][CH:40]=[N:41][C:42]([N:10]4[C:11]5[C:7](=[CH:6][C:5]([S:2]([CH3:1])(=[O:4])=[O:3])=[CH:13][CH:12]=5)[CH2:8][CH2:9]4)=[C:37]3[CH:36]=[N:35]2)[CH2:32][CH2:33]1)=[O:27])([CH3:24])([CH3:22])[CH3:23].